This data is from TCR-epitope binding with 47,182 pairs between 192 epitopes and 23,139 TCRs. The task is: Binary Classification. Given a T-cell receptor sequence (or CDR3 region) and an epitope sequence, predict whether binding occurs between them. (1) The epitope is RLQSLQTYV. The TCR CDR3 sequence is CASSSRARGNQPQHF. Result: 0 (the TCR does not bind to the epitope). (2) The epitope is LSDDAVVCFNSTY. The TCR CDR3 sequence is CASSPRTGTYNEQFF. Result: 0 (the TCR does not bind to the epitope). (3) The epitope is FVDGVPFVV. The TCR CDR3 sequence is CASSLYGSGANVLTF. Result: 1 (the TCR binds to the epitope).